From a dataset of Reaction yield outcomes from USPTO patents with 853,638 reactions. Predict the reaction yield, written as a fraction of the theoretical maximum amount of product (1.0 means a 100% yield; for example, 0.34 means a 34% yield). (1) The reactants are CON(C)[C:4]([C:6]1[N:7]=[N:8][CH:9]=[CH:10][CH:11]=1)=[O:5].[CH3:13]OC1C=CC(P2(SP(C3C=CC(OC)=CC=3)(=S)S2)=S)=CC=1. The catalyst is C1(C)C=CC=CC=1. The product is [N:8]1[CH:9]=[CH:10][CH:11]=[C:6]([CH:4]([OH:5])[CH3:13])[N:7]=1. The yield is 0.660. (2) The reactants are [Cl:1][CH2:2][C:3]1[O:7][C:6]([C:8]2[CH:13]=[CH:12][CH:11]=[CH:10][CH:9]=2)=[N:5][C:4]=1[C:14]([OH:16])=O.C(Cl)(=O)C(Cl)=O.[N:23]1[CH:28]=[CH:27][CH:26]=[CH:25][C:24]=1[CH2:29][NH:30][CH2:31][C:32]([O:34][CH3:35])=[O:33].C(N(CC)C(C)C)(C)C.Cl. The catalyst is ClCCl.CN(C)C=O. The product is [Cl:1][CH2:2][C:3]1[O:7][C:6]([C:8]2[CH:9]=[CH:10][CH:11]=[CH:12][CH:13]=2)=[N:5][C:4]=1[C:14]([N:30]([CH2:31][C:32]([O:34][CH3:35])=[O:33])[CH2:29][C:24]1[CH:25]=[CH:26][CH:27]=[CH:28][N:23]=1)=[O:16]. The yield is 0.970. (3) The reactants are [CH3:1][C:2]([C:4]1[CH:9]=[CH:8][C:7]([O:10][CH3:11])=[C:6]([O:12][CH3:13])[CH:5]=1)=O.[C:14]([O:18][C:19](=[O:48])[N:20]([CH2:46][CH3:47])[CH2:21][C:22]1[CH:23]=[N:24][CH:25]=[C:26]([C:29]2[CH:30]=[C:31]3[C:35](=[CH:36][CH:37]=2)[N:34]([CH:38]2[CH2:43][CH2:42][CH2:41][CH2:40][O:39]2)[N:33]=[C:32]3[CH:44]=O)[C:27]=1[CH3:28])([CH3:17])([CH3:16])[CH3:15].C(=O)([O-])[O-].[NH4+:53].[NH4+:54]. No catalyst specified. The product is [C:14]([O:18][C:19](=[O:48])[N:20]([CH2:21][C:22]1[CH:23]=[N:24][CH:25]=[C:26]([C:29]2[CH:30]=[C:31]3[C:35](=[CH:36][CH:37]=2)[N:34]([CH:38]2[CH2:43][CH2:42][CH2:41][CH2:40][O:39]2)[N:33]=[C:32]3[C:44]2[NH:53][CH:1]=[C:2]([C:4]3[CH:9]=[CH:8][C:7]([O:10][CH3:11])=[C:6]([O:12][CH3:13])[CH:5]=3)[N:54]=2)[C:27]=1[CH3:28])[CH2:46][CH3:47])([CH3:16])([CH3:17])[CH3:15]. The yield is 0.170. (4) The reactants are [NH2:1][C:2]1[CH:7]=[C:6](Cl)[N:5]=[C:4]([Cl:9])[CH:3]=1.[Cl:10][C:11]1[CH:12]=[CH:13][C:14]([O:20][CH3:21])=[C:15](B(O)O)[CH:16]=1.[F-].[Cs+].C1(P(C2C=CC=CC=2)C2C=CC=CC=2)C=CC=CC=1. The catalyst is COCCOC.O.C([O-])(=O)C.[Pd+2].C([O-])(=O)C. The product is [Cl:9][C:4]1[CH:3]=[C:2]([NH2:1])[CH:7]=[C:6]([C:13]2[CH:12]=[C:11]([Cl:10])[CH:16]=[CH:15][C:14]=2[O:20][CH3:21])[N:5]=1. The yield is 0.440. (5) The reactants are [O:1]1[CH2:6][CH2:5][N:4]([C:7]2[N:12]=[C:11]([N:13]3[CH2:18][CH2:17][O:16][CH2:15][CH2:14]3)[N:10]=[C:9]([C:19]3[CH:24]=[CH:23][C:22]([NH:25][C:26]([NH:28][C:29]4[CH:34]=[CH:33][C:32]([C:35]([N:37]5[CH2:42][CH2:41][N:40]([CH3:43])[CH2:39][CH2:38]5)=[O:36])=[CH:31][CH:30]=4)=[O:27])=[CH:21][CH:20]=3)[N:8]=2)[CH2:3][CH2:2]1.CO.[ClH:46]. The catalyst is O1CCOCC1. The product is [ClH:46].[O:1]1[CH2:2][CH2:3][N:4]([C:7]2[N:12]=[C:11]([N:13]3[CH2:18][CH2:17][O:16][CH2:15][CH2:14]3)[N:10]=[C:9]([C:19]3[CH:24]=[CH:23][C:22]([NH:25][C:26]([NH:28][C:29]4[CH:30]=[CH:31][C:32]([C:35]([N:37]5[CH2:38][CH2:39][N:40]([CH3:43])[CH2:41][CH2:42]5)=[O:36])=[CH:33][CH:34]=4)=[O:27])=[CH:21][CH:20]=3)[N:8]=2)[CH2:5][CH2:6]1. The yield is 1.00. (6) The reactants are CS[C:3]1[N:4]=[CH:5][C:6]2[CH2:12][N:11]([C:13]([O:15][C:16]([CH3:19])([CH3:18])[CH3:17])=[O:14])[CH2:10][CH2:9][C:7]=2[N:8]=1.Cl[C:21]1C=C(C=CC=1)C(OO)=O.C([O-])(O)=O.[Na+].[O-:36][S:37]([O-:40])(=S)=O.[Na+].[Na+]. The catalyst is C(Cl)Cl. The product is [CH3:21][S:37]([C:3]1[N:4]=[CH:5][C:6]2[CH2:12][N:11]([C:13]([O:15][C:16]([CH3:17])([CH3:19])[CH3:18])=[O:14])[CH2:10][CH2:9][C:7]=2[N:8]=1)(=[O:40])=[O:36]. The yield is 0.669.